This data is from Reaction yield outcomes from USPTO patents with 853,638 reactions. The task is: Predict the reaction yield, written as a fraction of the theoretical maximum amount of product (1.0 means a 100% yield; for example, 0.34 means a 34% yield). (1) The reactants are [CH:1](=O)[C:2]1[CH:7]=[CH:6][CH:5]=[CH:4][CH:3]=1.[O-]S([O-])(=S)=O.[Na+].[Na+].[NH2:16][C:17]1[CH:22]=[CH:21][CH:20]=[CH:19][C:18]=1[NH:23][CH:24]1[CH2:29][CH2:28][N:27]([C:30]([O:32][CH2:33][C@@H:34]([N:36]([CH2:44][C:45]2[CH:50]=[CH:49][CH:48]=[CH:47][CH:46]=2)[CH2:37][C:38]2[CH:43]=[CH:42][CH:41]=[CH:40][CH:39]=2)[CH3:35])=[O:31])[CH2:26][CH2:25]1. The catalyst is CCO.O.CN(C=O)C. The product is [C:2]1([C:1]2[N:23]([CH:24]3[CH2:29][CH2:28][N:27]([C:30]([O:32][CH2:33][C@@H:34]([N:36]([CH2:37][C:38]4[CH:39]=[CH:40][CH:41]=[CH:42][CH:43]=4)[CH2:44][C:45]4[CH:46]=[CH:47][CH:48]=[CH:49][CH:50]=4)[CH3:35])=[O:31])[CH2:26][CH2:25]3)[C:18]3[CH:19]=[CH:20][CH:21]=[CH:22][C:17]=3[N:16]=2)[CH:7]=[CH:6][CH:5]=[CH:4][CH:3]=1. The yield is 0.680. (2) The reactants are C(NC(C)C)(C)C.C([Li])CCC.[C:13]([OH:20])(=[O:19])[CH2:14][CH2:15][CH2:16][CH2:17][CH3:18].[O:21]=[C:22]1[CH2:27][CH2:26][N:25]([C:28]([O:30][CH2:31][C:32]2[CH:37]=[CH:36][CH:35]=[CH:34][CH:33]=2)=[O:29])[CH2:24][CH2:23]1. The catalyst is C1COCC1. The product is [CH2:31]([O:30][C:28]([N:25]1[CH2:26][CH2:27][C:22]([CH:14]([C:13]([OH:20])=[O:19])[CH2:15][CH2:16][CH2:17][CH3:18])([OH:21])[CH2:23][CH2:24]1)=[O:29])[C:32]1[CH:37]=[CH:36][CH:35]=[CH:34][CH:33]=1. The yield is 0.990. (3) The reactants are Br[C:2]1[CH:3]=[C:4]([C:8]2([C:19]3[CH:24]=[CH:23][N:22]=[CH:21][CH:20]=3)[C:16]3[C:11](=[C:12]([F:17])[CH:13]=[CH:14][CH:15]=3)[C:10]([NH2:18])=[N:9]2)[CH:5]=[CH:6][CH:7]=1.[Cl:25][C:26]1[CH:27]=[C:28](B(O)O)[CH:29]=[CH:30][CH:31]=1. No catalyst specified. The product is [Cl:25][C:26]1[CH:31]=[C:30]([C:2]2[CH:7]=[CH:6][CH:5]=[C:4]([C:8]3([C:19]4[CH:20]=[CH:21][N:22]=[CH:23][CH:24]=4)[C:16]4[C:11](=[C:12]([F:17])[CH:13]=[CH:14][CH:15]=4)[C:10]([NH2:18])=[N:9]3)[CH:3]=2)[CH:29]=[CH:28][CH:27]=1. The yield is 0.380. (4) The reactants are Cl[CH:2]([CH2:5][C:6]1[CH:11]=[CH:10][CH:9]=[CH:8][CH:7]=1)[CH:3]=[O:4].[CH3:12][O:13][C:14]1[CH:19]=[CH:18][C:17]([S:20]([N:23]=[CH:24]/[CH:25]=[CH:26]/[C:27]2[CH:32]=[CH:31][CH:30]=[CH:29][CH:28]=2)(=[O:22])=[O:21])=[CH:16][CH:15]=1.CCN(C(C)C)C(C)C. No catalyst specified. The product is [CH2:5]([C@H:2]1[C@@H:26]([C:27]2[CH:28]=[CH:29][CH:30]=[CH:31][CH:32]=2)[CH:25]=[CH:24][N:23]([S:20]([C:17]2[CH:16]=[CH:15][C:14]([O:13][CH3:12])=[CH:19][CH:18]=2)(=[O:22])=[O:21])[C:3]1=[O:4])[C:6]1[CH:11]=[CH:10][CH:9]=[CH:8][CH:7]=1. The yield is 0.400. (5) The reactants are [F:1][C:2]1[C:3]([C:11]([F:14])([F:13])[F:12])=[C:4]([CH:8]([OH:10])[CH3:9])[CH:5]=[CH:6][CH:7]=1.[H-].[Na+].[CH3:17][O:18][C:19](=[O:44])[C:20]1[CH:25]=[CH:24][C:23]([C:26]2[CH:27]=[N:28][C:29]([NH2:43])=[C:30](OS(C3C=CC(C)=CC=3)(=O)=O)[CH:31]=2)=[CH:22][CH:21]=1. The catalyst is CN(C=O)C.CCOC(C)=O.O. The product is [CH3:17][O:18][C:19](=[O:44])[C:20]1[CH:21]=[CH:22][C:23]([C:26]2[CH:27]=[N:28][C:29]([NH2:43])=[C:30]([O:10][CH:8]([C:4]3[CH:5]=[CH:6][CH:7]=[C:2]([F:1])[C:3]=3[C:11]([F:12])([F:13])[F:14])[CH3:9])[CH:31]=2)=[CH:24][CH:25]=1. The yield is 0.340. (6) The reactants are [NH:1](C(OC(C)(C)C)=O)[C@H:2]([C:5]([O:7]C(C)(C)C)=[O:6])[CH2:3][OH:4].N[C:20]1[CH:21]=[C:22]([S:26]([OH:29])(=[O:28])=[O:27])C=CC=1.CN(C=[O:34])C.C([N:38]([CH:41]([CH3:43])[CH3:42])[CH2:39]C)(C)C. The catalyst is C(Cl)Cl.C(O)(C(F)(F)F)=O. The product is [S:26]([C:22]1[CH:43]=[C:41]([NH:38][C:39]([O:4][CH2:3][C@@H:2]([C:5]([OH:7])=[O:6])[NH2:1])=[O:34])[CH:42]=[CH:20][CH:21]=1)([OH:29])(=[O:28])=[O:27]. The yield is 0.00600. (7) The reactants are N[C@H:2]([C@@H:6]([CH3:9])[CH2:7][CH3:8])[C:3]([OH:5])=[O:4].[BrH:10].N([O-])=O.[Na+]. The catalyst is O. The product is [Br:10][C@H:2]([C@@H:6]([CH3:9])[CH2:7][CH3:8])[C:3]([OH:5])=[O:4]. The yield is 0.870. (8) The reactants are [CH2:1]([O:8][C:9]1[CH:18]=[C:17]2[C:12]([C:13]([O:19][C:20]3[CH:26]=[CH:25][C:23]([NH2:24])=[C:22]([Cl:27])[CH:21]=3)=[CH:14][CH:15]=[N:16]2)=[CH:11][C:10]=1[O:28][CH3:29])[C:2]1[CH:7]=[CH:6][CH:5]=[CH:4][CH:3]=1.[F:30][C:31]1[CH:36]=[C:35]([F:37])[CH:34]=[CH:33][C:32]=1[N:38]=[C:39]=[O:40]. The catalyst is C(Cl)(Cl)Cl. The product is [CH2:1]([O:8][C:9]1[CH:18]=[C:17]2[C:12]([C:13]([O:19][C:20]3[CH:26]=[CH:25][C:23]([NH:24][C:39]([NH:38][C:32]4[CH:33]=[CH:34][C:35]([F:37])=[CH:36][C:31]=4[F:30])=[O:40])=[C:22]([Cl:27])[CH:21]=3)=[CH:14][CH:15]=[N:16]2)=[CH:11][C:10]=1[O:28][CH3:29])[C:2]1[CH:7]=[CH:6][CH:5]=[CH:4][CH:3]=1. The yield is 0.940.